Predict the reaction yield, written as a fraction of the theoretical maximum amount of product (1.0 means a 100% yield; for example, 0.34 means a 34% yield). From a dataset of Reaction yield outcomes from USPTO patents with 853,638 reactions. (1) The reactants are [Cl:1][C:2]1[C:7]([CH:8]=[O:9])=[CH:6][N:5]=[C:4]2[N:10]([Si](C(C)C)(C(C)C)C(C)C)[CH:11]=[C:12]([CH2:13][CH3:14])[C:3]=12.Cl. The catalyst is O1CCOCC1. The product is [Cl:1][C:2]1[C:7]([CH:8]=[O:9])=[CH:6][N:5]=[C:4]2[NH:10][CH:11]=[C:12]([CH2:13][CH3:14])[C:3]=12. The yield is 0.900. (2) The yield is 0.810. The reactants are [CH2:1]([C:8]1[NH:13][C:12](=[O:14])[C:11]([C:15]2[CH:20]=[CH:19][C:18]([O:21]CC3C=CC=CC=3)=[C:17]([F:29])[CH:16]=2)=[CH:10][N:9]=1)[C:2]1[CH:7]=[CH:6][CH:5]=[CH:4][CH:3]=1. The catalyst is FC(F)(F)C(O)=O. The product is [CH2:1]([C:8]1[NH:13][C:12](=[O:14])[C:11]([C:15]2[CH:20]=[CH:19][C:18]([OH:21])=[C:17]([F:29])[CH:16]=2)=[CH:10][N:9]=1)[C:2]1[CH:7]=[CH:6][CH:5]=[CH:4][CH:3]=1. (3) The reactants are [Cl:1][C:2]1[CH:14]=[C:13]([CH3:15])[C:12]2[C:11]3[C:6](=[CH:7][CH:8]=[CH:9][CH:10]=3)[NH:5][C:4]=2[CH:3]=1.[H-].[Na+].Br[CH2:19][CH:20]([CH3:22])[CH3:21]. The catalyst is CN(C=O)C. The product is [Cl:1][C:2]1[CH:14]=[C:13]([CH3:15])[C:12]2[C:11]3[C:6](=[CH:7][CH:8]=[CH:9][CH:10]=3)[N:5]([CH2:19][CH:20]([CH3:22])[CH3:21])[C:4]=2[CH:3]=1. The yield is 0.800. (4) The reactants are [Cl-].O[NH3+:3].[C:4](=[O:7])([O-])[OH:5].[Na+].CS(C)=O.[CH2:13]([C:15]1[N:16]=[C:17]([CH2:48][CH2:49][CH3:50])[N:18]([CH2:33][C:34]2[CH:39]=[CH:38][C:37]([C:40]3[C:41]([C:46]#[N:47])=[CH:42][CH:43]=[CH:44][CH:45]=3)=[CH:36][CH:35]=2)[C:19](=[O:32])[C:20]=1[C:21]1[CH:26]=[CH:25][C:24]([O:27][C:28]([F:31])([F:30])[F:29])=[CH:23][CH:22]=1)[CH3:14]. The catalyst is O. The product is [CH2:13]([C:15]1[N:16]=[C:17]([CH2:48][CH2:49][CH3:50])[N:18]([CH2:33][C:34]2[CH:39]=[CH:38][C:37]([C:40]3[CH:45]=[CH:44][CH:43]=[CH:42][C:41]=3[C:46]3[NH:3][C:4](=[O:7])[O:5][N:47]=3)=[CH:36][CH:35]=2)[C:19](=[O:32])[C:20]=1[C:21]1[CH:22]=[CH:23][C:24]([O:27][C:28]([F:30])([F:29])[F:31])=[CH:25][CH:26]=1)[CH3:14]. The yield is 0.620. (5) The reactants are [C:1]([OH:8])(=[O:7])[CH2:2][CH2:3][C:4]([OH:6])=[O:5].[Cl:9][C:10]1[CH:28]=[C:27]([Cl:29])[CH:26]=[CH:25][C:11]=1[O:12][C@@H:13]([CH2:18][N:19]1[CH2:24][CH2:23][O:22][CH2:21][CH2:20]1)[CH2:14][CH2:15][NH:16][CH3:17]. The catalyst is CO. The product is [C:1]([OH:8])(=[O:7])[CH2:2][CH2:3][C:4]([OH:6])=[O:5].[Cl:9][C:10]1[CH:28]=[C:27]([Cl:29])[CH:26]=[CH:25][C:11]=1[O:12][C@@H:13]([CH2:18][N:19]1[CH2:24][CH2:23][O:22][CH2:21][CH2:20]1)[CH2:14][CH2:15][NH:16][CH3:17]. The yield is 0.990. (6) The reactants are C(O[CH:4](O)[C:5]([C:7]1[CH:8]=[C:9]([NH:13][S:14]([C:17]2[CH:22]=[CH:21][CH:20]=[CH:19][CH:18]=2)(=[O:16])=[O:15])[CH:10]=[CH:11][CH:12]=1)=[O:6])C.Cl.[N:25]1([CH2:34][CH2:35][C:36]([NH2:39])([CH3:38])[CH3:37])[C:29]2[CH:30]=[CH:31][CH:32]=[CH:33][C:28]=2[N:27]=[CH:26]1.[BH4-].[Na+].O. The catalyst is C(O)C. The product is [N:25]1([CH2:34][CH2:35][C:36]([NH:39][CH2:4][CH:5]([C:7]2[CH:8]=[C:9]([NH:13][S:14]([C:17]3[CH:18]=[CH:19][CH:20]=[CH:21][CH:22]=3)(=[O:15])=[O:16])[CH:10]=[CH:11][CH:12]=2)[OH:6])([CH3:37])[CH3:38])[C:29]2[CH:30]=[CH:31][CH:32]=[CH:33][C:28]=2[N:27]=[CH:26]1. The yield is 0.400. (7) The reactants are [F:1][C:2]1[CH:3]=[C:4]([CH:29]=[CH:30][CH:31]=1)[CH2:5][N:6]1[C:11](=[O:12])[CH:10]=[CH:9][C:8]([CH2:13][C:14]2[C:22]3[C:17](=[CH:18][CH:19]=[CH:20][CH:21]=3)[N:16]([CH2:23][C:24]([O:26]C)=[O:25])[C:15]=2[CH3:28])=[CH:7]1.O.[OH-].[Li+]. No catalyst specified. The product is [F:1][C:2]1[CH:3]=[C:4]([CH:29]=[CH:30][CH:31]=1)[CH2:5][N:6]1[C:11](=[O:12])[CH:10]=[CH:9][C:8]([CH2:13][C:14]2[C:22]3[C:17](=[CH:18][CH:19]=[CH:20][CH:21]=3)[N:16]([CH2:23][C:24]([OH:26])=[O:25])[C:15]=2[CH3:28])=[CH:7]1. The yield is 0.390.